The task is: Predict the product of the given reaction.. This data is from Forward reaction prediction with 1.9M reactions from USPTO patents (1976-2016). (1) The product is: [CH2:14]([C:16]1[CH:21]=[CH:20][C:19]([N:22]([CH2:23][C:24]2[CH:29]=[CH:28][C:27]([N:30]3[CH2:31][CH2:32][O:33][CH2:34][CH2:35]3)=[CH:26][CH:25]=2)[C:11]([CH:1]2[C:10]3[C:5](=[CH:6][CH:7]=[CH:8][CH:9]=3)[CH2:4][CH2:3][CH2:2]2)=[O:13])=[CH:18][CH:17]=1)[CH3:15]. Given the reactants [CH:1]1([C:11]([OH:13])=O)[C:10]2[C:5](=[CH:6][CH:7]=[CH:8][CH:9]=2)[CH2:4][CH2:3][CH2:2]1.[CH2:14]([C:16]1[CH:21]=[CH:20][C:19]([NH:22][CH2:23][C:24]2[CH:29]=[CH:28][C:27]([N:30]3[CH2:35][CH2:34][O:33][CH2:32][CH2:31]3)=[CH:26][CH:25]=2)=[CH:18][CH:17]=1)[CH3:15], predict the reaction product. (2) Given the reactants [C:1]([NH:5][C@@H:6]1[CH2:11][CH2:10][C@H:9]([NH:12]C(=O)OCC2C=CC=CC=2)[C@H:8]([CH2:23][S:24]([CH:27]([CH3:29])[CH3:28])(=[O:26])=[O:25])[CH2:7]1)([CH3:4])([CH3:3])[CH3:2], predict the reaction product. The product is: [C:1]([NH:5][C@@H:6]1[CH2:11][CH2:10][C@H:9]([NH2:12])[C@H:8]([CH2:23][S:24]([CH:27]([CH3:29])[CH3:28])(=[O:25])=[O:26])[CH2:7]1)([CH3:4])([CH3:2])[CH3:3]. (3) Given the reactants Br[CH2:2][C:3](=O)[C:4]([N:6]([CH3:8])[CH3:7])=[O:5].Cl.[C:11]([C:14]1[C:15]([CH3:25])=[CH:16][C:17]([CH3:24])=[C:18]([CH:23]=1)[C:19]([O:21][CH3:22])=[O:20])(=[NH:13])[NH2:12].C(=O)([O-])[O-].[K+].[K+], predict the reaction product. The product is: [CH3:7][N:6]([CH3:8])[C:4]([C:3]1[NH:13][C:11]([C:14]2[C:15]([CH3:25])=[CH:16][C:17]([CH3:24])=[C:18]([CH:23]=2)[C:19]([O:21][CH3:22])=[O:20])=[N:12][CH:2]=1)=[O:5]. (4) The product is: [CH3:1][C:2]([CH3:30])([CH3:29])[CH2:3][N:4]([C:23]1[CH:28]=[CH:27][CH:26]=[CH:25][N:24]=1)[C:5](=[O:6])[C:7]1[CH:12]=[CH:11][C:10]([O:13][CH3:14])=[CH:9][C:8]=1[N:15]1[CH2:16][CH:17]([CH2:19][OH:20])[CH2:18]1. Given the reactants [CH3:1][C:2]([CH3:30])([CH3:29])[CH2:3][N:4]([C:23]1[CH:28]=[CH:27][CH:26]=[CH:25][N:24]=1)[C:5]([C:7]1[CH:12]=[CH:11][C:10]([O:13][CH3:14])=[CH:9][C:8]=1[N:15]1[CH2:18][CH:17]([C:19](OC)=[O:20])[CH2:16]1)=[O:6].[BH4-].[Li+].[Cl-].[NH4+], predict the reaction product. (5) Given the reactants [C:1](=[NH:9])([NH2:8])[C:2]1[CH:7]=[CH:6][CH:5]=[CH:4][CH:3]=1.[C:10](=[S:12])=[S:11].[S].[CH3:14][O-:15].[Na+].Cl, predict the reaction product. The product is: [CH3:14][O:15][C:5]1[CH:6]=[CH:7][C:2]([C:1]2[N:8]=[C:10]([SH:12])[S:11][N:9]=2)=[CH:3][CH:4]=1. (6) Given the reactants [C:1]([CH2:3][CH2:4][C:5]1[CH:10]=[CH:9][C:8]([C:11]2[CH:16]=[CH:15][C:14](OS(C(F)(F)F)(=O)=O)=[C:13]([CH2:25][C:26]3[C:35]4[C:30](=[CH:31][CH:32]=[CH:33][CH:34]=4)[CH:29]=[CH:28][CH:27]=3)[CH:12]=2)=[C:7]([CH2:36][CH:37]([CH3:39])[CH3:38])[CH:6]=1)#[N:2].[CH2:40]([C:44]1[CH:45]=[C:46](B2OC(C)(C)C(C)(C)O2)[CH:47]=[CH:48][C:49]=1[O:50][CH3:51])[CH:41]([CH3:43])[CH3:42].C([O-])([O-])=O.[Na+].[Na+].C(Cl)Cl, predict the reaction product. The product is: [CH2:40]([C:44]1[CH:45]=[C:46]([C:14]2[CH:15]=[CH:16][C:11]([C:8]3[CH:9]=[CH:10][C:5]([CH2:4][CH2:3][C:1]#[N:2])=[CH:6][C:7]=3[CH2:36][CH:37]([CH3:38])[CH3:39])=[CH:12][C:13]=2[CH2:25][C:26]2[C:35]3[C:30](=[CH:31][CH:32]=[CH:33][CH:34]=3)[CH:29]=[CH:28][CH:27]=2)[CH:47]=[CH:48][C:49]=1[O:50][CH3:51])[CH:41]([CH3:42])[CH3:43].